From a dataset of Forward reaction prediction with 1.9M reactions from USPTO patents (1976-2016). Predict the product of the given reaction. (1) Given the reactants Br[C:2]1[CH:17]=[CH:16][C:5]([O:6][CH2:7][C:8]2[CH:9]=[CH:10][C:11]([O:14][CH3:15])=[N:12][CH:13]=2)=[CH:4][CH:3]=1.[B:18]1([B:18]2[O:22][C:21]([CH3:24])([CH3:23])[C:20]([CH3:26])([CH3:25])[O:19]2)[O:22][C:21]([CH3:24])([CH3:23])[C:20]([CH3:26])([CH3:25])[O:19]1.C([O-])(=O)C.[K+], predict the reaction product. The product is: [CH3:15][O:14][C:11]1[CH:10]=[CH:9][C:8]([CH2:7][O:6][C:5]2[CH:16]=[CH:17][C:2]([B:18]3[O:22][C:21]([CH3:24])([CH3:23])[C:20]([CH3:26])([CH3:25])[O:19]3)=[CH:3][CH:4]=2)=[CH:13][N:12]=1. (2) Given the reactants [F:1][C:2]([F:32])([F:31])[C:3]1[CH:8]=[CH:7][C:6]([C@@H:9]2[C:18]3[C:13](=[CH:14][CH:15]=[CH:16][CH:17]=3)[CH2:12][CH2:11][N:10]2[C:19](OC2C=CC([N+]([O-])=O)=CC=2)=[O:20])=[CH:5][CH:4]=1.[NH2:33][C:34]1[CH:35]=[N:36][C:37]([C:40]([F:43])([F:42])[F:41])=[CH:38][CH:39]=1.[H-].[Na+].O, predict the reaction product. The product is: [F:31][C:2]([F:1])([F:32])[C:3]1[CH:4]=[CH:5][C:6]([C@@H:9]2[C:18]3[C:13](=[CH:14][CH:15]=[CH:16][CH:17]=3)[CH2:12][CH2:11][N:10]2[C:19]([NH:33][C:34]2[CH:35]=[N:36][C:37]([C:40]([F:43])([F:41])[F:42])=[CH:38][CH:39]=2)=[O:20])=[CH:7][CH:8]=1. (3) Given the reactants C(OC([N:8]1[CH2:14][CH2:13][CH2:12][C@H:11]([N:15]([C:31](=[O:33])[CH3:32])[CH2:16][C:17]2[CH:22]=[C:21]([C:23]([F:26])([F:25])[F:24])[CH:20]=[C:19]([C:27]([F:30])([F:29])[F:28])[CH:18]=2)[C:10]2[CH:34]=[C:35]([CH3:42])[C:36]([C:38]([F:41])([F:40])[F:39])=[CH:37][C:9]1=2)=O)(C)(C)C.C(O)(C(F)(F)F)=O.C(Cl)Cl, predict the reaction product. The product is: [F:30][C:27]([F:28])([F:29])[C:19]1[CH:18]=[C:17]([CH:22]=[C:21]([C:23]([F:25])([F:26])[F:24])[CH:20]=1)[CH2:16][N:15]([CH:11]1[CH2:12][CH2:13][CH2:14][NH:8][C:9]2[CH:37]=[C:36]([C:38]([F:39])([F:40])[F:41])[C:35]([CH3:42])=[CH:34][C:10]1=2)[C:31](=[O:33])[CH3:32]. (4) Given the reactants [Cl:1][C:2]1[CH:3]=[C:4]([CH:7]=[C:8]([O:11][CH2:12][CH3:13])[C:9]=1[OH:10])[CH:5]=[O:6].Br[CH2:15][C:16]1[CH:21]=[CH:20][CH:19]=[CH:18][CH:17]=1, predict the reaction product. The product is: [CH2:15]([O:10][C:9]1[C:8]([O:11][CH2:12][CH3:13])=[CH:7][C:4]([CH:5]=[O:6])=[CH:3][C:2]=1[Cl:1])[C:16]1[CH:21]=[CH:20][CH:19]=[CH:18][CH:17]=1. (5) Given the reactants [Br:1][C:2]1[C:3]([F:17])=[CH:4][C:5]2[O:14][CH2:13][CH2:12][N:11]3[C:7](=[N:8][C:9](I)=[CH:10]3)[C:6]=2[CH:16]=1.C[Si](N[Si](C)(C)C)(C)C.C[N:28](C)[CH:29]=[O:30], predict the reaction product. The product is: [Br:1][C:2]1[C:3]([F:17])=[CH:4][C:5]2[O:14][CH2:13][CH2:12][N:11]3[C:7](=[N:8][C:9]([C:29]([NH2:28])=[O:30])=[CH:10]3)[C:6]=2[CH:16]=1. (6) Given the reactants C([O:5][C:6](=[O:30])[CH2:7][N:8]1[C:16]2[C:11](=[CH:12][C:13]([Cl:17])=[CH:14][CH:15]=2)[C:10]([C:18]2[C:27]3[C:22](=[CH:23][CH:24]=[CH:25][CH:26]=3)[C:21](=[O:28])[NH:20][N:19]=2)=[C:9]1[CH3:29])(C)(C)C.Br[CH2:32][CH2:33][O:34][C:35]1[CH:40]=[CH:39][C:38]([Cl:41])=[CH:37][CH:36]=1, predict the reaction product. The product is: [Cl:17][C:13]1[CH:12]=[C:11]2[C:16](=[CH:15][CH:14]=1)[N:8]([CH2:7][C:6]([OH:5])=[O:30])[C:9]([CH3:29])=[C:10]2[C:18]1[C:27]2[C:22](=[CH:23][CH:24]=[CH:25][CH:26]=2)[C:21](=[O:28])[N:20]([CH2:32][CH2:33][O:34][C:35]2[CH:40]=[CH:39][C:38]([Cl:41])=[CH:37][CH:36]=2)[N:19]=1. (7) Given the reactants S(=O)(=O)(O)O.Cl.[CH3:7][O:8][C:9]1[CH:17]=[C:16]2[C:12]([CH2:13][CH2:14][CH:15]2[CH2:18][C:19]2[N:20]=[CH:21][NH:22][CH:23]=2)=[CH:11][CH:10]=1.[C:24](O)([CH3:27])([CH3:26])[CH3:25].[OH-].[Na+], predict the reaction product. The product is: [C:24]([C:10]1[CH:11]=[C:12]2[C:16](=[CH:17][C:9]=1[O:8][CH3:7])[CH:15]([CH2:18][C:19]1[N:20]=[CH:21][NH:22][CH:23]=1)[CH2:14][CH2:13]2)([CH3:27])([CH3:26])[CH3:25].